From a dataset of Catalyst prediction with 721,799 reactions and 888 catalyst types from USPTO. Predict which catalyst facilitates the given reaction. The catalyst class is: 13. Reactant: [Cl:1][C:2]1[CH:10]=[C:6]([C:7]([OH:9])=O)[C:5]([OH:11])=[CH:4][CH:3]=1.[F:12][C:13]([F:26])([F:25])[C:14]1[CH:15]=[C:16]([CH:18]=[C:19]([C:21]([F:24])([F:23])[F:22])[CH:20]=1)[NH2:17].P(Cl)(Cl)Cl.C1(C)C=CC=CC=1. Product: [Cl:1][C:2]1[CH:3]=[CH:4][C:5]([OH:11])=[C:6]([CH:10]=1)[C:7]([NH:17][C:16]1[CH:18]=[C:19]([C:21]([F:22])([F:23])[F:24])[CH:20]=[C:14]([C:13]([F:12])([F:25])[F:26])[CH:15]=1)=[O:9].